Dataset: Full USPTO retrosynthesis dataset with 1.9M reactions from patents (1976-2016). Task: Predict the reactants needed to synthesize the given product. (1) The reactants are: [C:1]1([C@@H:7]2[CH2:9][C@H:8]2[CH:10]=O)[CH:6]=[CH:5][CH:4]=[CH:3][CH:2]=1.Cl.[NH2:13][OH:14].C([O-])([O-])=O.[Na+].[Na+]. Given the product [C:1]1([C@@H:7]2[CH2:9][C@H:8]2[CH:10]=[N:13][OH:14])[CH:6]=[CH:5][CH:4]=[CH:3][CH:2]=1, predict the reactants needed to synthesize it. (2) Given the product [CH3:15][N:16]([CH3:23])[CH:17]1[CH2:22][CH2:21][N:20]([C:2]2[NH:3][C:4](=[O:14])[C:5]3[C:10]([CH:11]=2)=[C:9]([S:12][CH3:13])[CH:8]=[CH:7][CH:6]=3)[CH2:19][CH2:18]1, predict the reactants needed to synthesize it. The reactants are: Cl[C:2]1[NH:3][C:4](=[O:14])[C:5]2[C:10]([CH:11]=1)=[C:9]([S:12][CH3:13])[CH:8]=[CH:7][CH:6]=2.[CH3:15][N:16]([CH3:23])[CH:17]1[CH2:22][CH2:21][NH:20][CH2:19][CH2:18]1. (3) Given the product [CH:1]([C:4]1[CH:5]=[C:6]([CH:9]=[C:10]([CH:14]([CH3:16])[CH3:15])[C:11]=1[O:12][CH3:13])[CH:7]=[C:22]1[C:21]2[C:25](=[CH:26][CH:27]=[C:19]([CH2:17][CH3:18])[CH:20]=2)[NH:24][C:23]1=[O:28])([CH3:3])[CH3:2], predict the reactants needed to synthesize it. The reactants are: [CH:1]([C:4]1[CH:5]=[C:6]([CH:9]=[C:10]([CH:14]([CH3:16])[CH3:15])[C:11]=1[O:12][CH3:13])[CH:7]=O)([CH3:3])[CH3:2].[CH2:17]([C:19]1[CH:20]=[C:21]2[C:25](=[CH:26][CH:27]=1)[NH:24][C:23](=[O:28])[CH2:22]2)[CH3:18]. (4) Given the product [NH2:8][C@H:9]([C:29]([N:31]1[C@H:35]([C:36](=[O:48])[NH:37][C@H:38]2[C:47]3[C:42](=[CH:43][CH:44]=[CH:45][CH:46]=3)[CH2:41][CH2:40][CH2:39]2)[CH2:34][Si:33]([CH3:50])([CH3:49])[CH2:32]1)=[O:30])[CH2:10][C:11]1[CH:16]=[CH:15][C:14]([C:17]#[C:18][C:19]2[CH:20]=[CH:21][C:22]([C:23]([O:25][CH3:26])=[O:24])=[CH:27][CH:28]=2)=[CH:13][CH:12]=1.[ClH:51], predict the reactants needed to synthesize it. The reactants are: C(OC([NH:8][C@H:9]([C:29]([N:31]1[C@H:35]([C:36](=[O:48])[NH:37][C@H:38]2[C:47]3[C:42](=[CH:43][CH:44]=[CH:45][CH:46]=3)[CH2:41][CH2:40][CH2:39]2)[CH2:34][Si:33]([CH3:50])([CH3:49])[CH2:32]1)=[O:30])[CH2:10][C:11]1[CH:16]=[CH:15][C:14]([C:17]#[C:18][C:19]2[CH:28]=[CH:27][C:22]([C:23]([O:25][CH3:26])=[O:24])=[CH:21][CH:20]=2)=[CH:13][CH:12]=1)=O)(C)(C)C.[ClH:51]. (5) Given the product [NH2:15][C:11]1[CH:10]=[C:9]2[C:14](=[CH:13][CH:12]=1)[N:6]([C:4](=[O:5])[C:3]1[C:20]([Cl:24])=[CH:21][CH:22]=[CH:23][C:2]=1[Cl:1])[C:7]([CH3:19])=[C:8]2[CH3:18], predict the reactants needed to synthesize it. The reactants are: [Cl:1][C:2]1[CH:23]=[CH:22][CH:21]=[C:20]([Cl:24])[C:3]=1[C:4]([N:6]1[C:14]2[C:9](=[CH:10][C:11]([N+:15]([O-])=O)=[CH:12][CH:13]=2)[C:8]([CH3:18])=[C:7]1[CH3:19])=[O:5].[NH4+].[Cl-]. (6) Given the product [Cl:1][C:2]1[CH:14]=[C:13]([NH2:15])[CH:12]=[CH:11][C:3]=1[CH2:4][N:5]1[CH2:6][CH2:7][CH2:8][CH2:9][CH2:10]1, predict the reactants needed to synthesize it. The reactants are: [Cl:1][C:2]1[CH:14]=[C:13]([N+:15]([O-])=O)[CH:12]=[CH:11][C:3]=1[CH2:4][N:5]1[CH2:10][CH2:9][CH2:8][CH2:7][CH2:6]1.